Task: Predict the reaction yield, written as a fraction of the theoretical maximum amount of product (1.0 means a 100% yield; for example, 0.34 means a 34% yield).. Dataset: Reaction yield outcomes from USPTO patents with 853,638 reactions (1) The reactants are [Br:1][C:2]1[CH:11]=[CH:10][C:9]2[C:4](=[CH:5][CH:6]=[C:7]([O:12][C@H:13]3[CH2:18][CH2:17][C@H:16]([C:19]([CH3:22])([CH3:21])[CH3:20])[CH2:15][CH2:14]3)[CH:8]=2)[CH:3]=1.[I:23]N1C(=O)CCC1=O. The catalyst is C(Cl)Cl.[Cl-].[Cl-].[Cl-].[Cl-].[Zr+4]. The product is [Br:1][C:2]1[CH:3]=[C:4]2[C:9](=[CH:10][CH:11]=1)[C:8]([I:23])=[C:7]([O:12][C@H:13]1[CH2:18][CH2:17][C@H:16]([C:19]([CH3:22])([CH3:21])[CH3:20])[CH2:15][CH2:14]1)[CH:6]=[CH:5]2. The yield is 0.926. (2) The reactants are O[C@@H:2]1[C@H:6]([CH2:7][CH:8]=[CH:9][CH2:10][CH2:11][CH2:12][C:13]([OH:15])=[O:14])[C@@H:5](/[CH:16]=[CH:17]/[C@@H:18]([O:27][CH:28]2[CH2:33][CH2:32][CH2:31][CH2:30][O:29]2)[CH2:19]CC2C=CC=CC=2)[C@H:4]([O:34][CH:35]2[CH2:40][CH2:39][CH2:38][CH2:37][O:36]2)[CH2:3]1.C(N(CC)C(C)C)(C)C.[C:50](Cl)(=O)[C:51]1[CH:56]=[CH:55][CH:54]=[CH:53][CH:52]=1. The catalyst is ClCCl.CN(C)C1C=CN=CC=1. The product is [C:51]1([CH2:50][CH2:19][C@H:18]([O:27][CH:28]2[CH2:33][CH2:32][CH2:31][CH2:30][O:29]2)/[CH:17]=[CH:16]/[C@@H:5]2[C@@H:6]3[C@@H:2]([O:14][C:13](=[O:15])[CH2:12][CH2:11][CH2:10][CH:9]=[CH:8][CH2:7]3)[CH2:3][C@H:4]2[O:34][CH:35]2[CH2:40][CH2:39][CH2:38][CH2:37][O:36]2)[CH:56]=[CH:55][CH:54]=[CH:53][CH:52]=1. The yield is 0.586. (3) The reactants are FC1C=CC(C2C(=O)C3C(=CC=CC=3)OC=2)=CC=1.Cl[Pd:20]Cl.[C:22]1([P:28]([C:35]2[CH:40]=[CH:39][CH:38]=[CH:37][CH:36]=2)[C:29]2[CH:34]=[CH:33][CH:32]=[CH:31][CH:30]=2)[CH:27]=[CH:26][CH:25]=[CH:24][CH:23]=1.O.NN.N#N. The catalyst is CS(C)=O. The product is [C:35]1([P:28]([C:22]2[CH:23]=[CH:24][CH:25]=[CH:26][CH:27]=2)[C:29]2[CH:34]=[CH:33][CH:32]=[CH:31][CH:30]=2)[CH:36]=[CH:37][CH:38]=[CH:39][CH:40]=1.[C:35]1([P:28]([C:22]2[CH:23]=[CH:24][CH:25]=[CH:26][CH:27]=2)[C:29]2[CH:34]=[CH:33][CH:32]=[CH:31][CH:30]=2)[CH:36]=[CH:37][CH:38]=[CH:39][CH:40]=1.[C:35]1([P:28]([C:22]2[CH:23]=[CH:24][CH:25]=[CH:26][CH:27]=2)[C:29]2[CH:34]=[CH:33][CH:32]=[CH:31][CH:30]=2)[CH:36]=[CH:37][CH:38]=[CH:39][CH:40]=1.[C:35]1([P:28]([C:22]2[CH:23]=[CH:24][CH:25]=[CH:26][CH:27]=2)[C:29]2[CH:34]=[CH:33][CH:32]=[CH:31][CH:30]=2)[CH:36]=[CH:37][CH:38]=[CH:39][CH:40]=1.[Pd:20]. The yield is 0.940. (4) The reactants are [NH:1]1[C:5]2=[N:6][CH:7]=[CH:8][CH:9]=[C:4]2[C:3]([C:10]([OH:12])=[O:11])=[N:2]1.[CH3:13]O. The catalyst is OS(O)(=O)=O. The product is [NH:1]1[C:5]2=[N:6][CH:7]=[CH:8][CH:9]=[C:4]2[C:3]([C:10]([O:12][CH3:13])=[O:11])=[N:2]1. The yield is 0.900. (5) The reactants are CN1C2C(=CC(S(N3CCC[C@H]3COC3C=CC=CC=3)(=O)=O)=CC=2)C(=O)C1=O.[O:29]([CH2:36][C@@H:37]1[CH2:40][CH2:39][N:38]1[S:41]([C:44]1[CH:45]=[C:46]2[C:50](=[CH:51][CH:52]=1)[NH:49][C:48](=[O:53])[C:47]2=[O:54])(=[O:43])=[O:42])[C:30]1[CH:35]=[CH:34][CH:33]=[CH:32][CH:31]=1.Br[CH2:56][C:57]1[CH:62]=[CH:61][N:60]=[C:59]([F:63])[CH:58]=1. No catalyst specified. The product is [F:63][C:59]1[CH:58]=[C:57]([CH2:56][N:49]2[C:50]3[C:46](=[CH:45][C:44]([S:41]([N:38]4[CH2:39][CH2:40][C@H:37]4[CH2:36][O:29][C:30]4[CH:35]=[CH:34][CH:33]=[CH:32][CH:31]=4)(=[O:43])=[O:42])=[CH:52][CH:51]=3)[C:47](=[O:54])[C:48]2=[O:53])[CH:62]=[CH:61][N:60]=1. The yield is 0.300. (6) No catalyst specified. The yield is 0.830. The product is [C:1]1([CH2:7][C:8]([CH:13]2[C:14](=[O:17])[CH2:15][CH2:16][S:11][CH2:12]2)=[O:9])[CH:6]=[CH:5][CH:4]=[CH:3][CH:2]=1. The reactants are [C:1]1([CH2:7][C:8](Cl)=[O:9])[CH:6]=[CH:5][CH:4]=[CH:3][CH:2]=1.[S:11]1[CH2:16][CH2:15][C:14](=[O:17])[CH2:13][CH2:12]1. (7) The yield is 0.940. The catalyst is ClCCl. The product is [C:6]([O:10][C:11]([NH:13][C:14]1[CH:19]=[CH:18][CH:17]=[CH:16][C:15]=1[NH:20][C:21]([C:23]1[CH:28]=[CH:27][C:26]([CH2:29][O:30][S:2]([CH3:1])(=[O:4])=[O:3])=[CH:25][N:24]=1)=[O:22])=[O:12])([CH3:9])([CH3:7])[CH3:8]. The reactants are [CH3:1][S:2](Cl)(=[O:4])=[O:3].[C:6]([O:10][C:11]([NH:13][C:14]1[CH:19]=[CH:18][CH:17]=[CH:16][C:15]=1[NH:20][C:21]([C:23]1[CH:28]=[CH:27][C:26]([CH2:29][OH:30])=[CH:25][N:24]=1)=[O:22])=[O:12])([CH3:9])([CH3:8])[CH3:7].C(N(CC)CC)C.O. (8) The reactants are [NH2:1][C:2]1[C:3]([CH3:8])=[CH:4][CH:5]=[CH:6][CH:7]=1.F[C:10]1[C:11]([N+:18]([O-:20])=[O:19])=[C:12]([CH:15]=[CH:16][CH:17]=1)[C:13]#[N:14].C(N(CC)C(C)C)(C)C. The catalyst is C1COCC1. The product is [N+:18]([C:11]1([NH:1][C:2]2[CH:7]=[CH:6][CH:5]=[CH:4][C:3]=2[CH3:8])[CH:10]=[CH:17][CH:16]=[CH:15][CH:12]1[C:13]#[N:14])([O-:20])=[O:19]. The yield is 0.670. (9) The reactants are [C:1]([N:5]1[CH:9]=[C:8]([NH:10][C:11]([NH:13][C:14]2[CH:19]=[C:18]([C:20]3[C:31](=[O:32])[N:30]([CH3:33])[C:23]4[N:24]=[C:25](SC)[N:26]=[CH:27][C:22]=4[CH:21]=3)[CH:17]=[CH:16][C:15]=2[F:34])=[O:12])[CH:7]=[N:6]1)([CH3:4])([CH3:3])[CH3:2].[CH3:35][NH2:36]. No catalyst specified. The product is [C:1]([N:5]1[CH:9]=[C:8]([NH:10][C:11]([NH:13][C:14]2[CH:19]=[C:18]([C:20]3[C:31](=[O:32])[N:30]([CH3:33])[C:23]4[N:24]=[C:25]([NH:36][CH3:35])[N:26]=[CH:27][C:22]=4[CH:21]=3)[CH:17]=[CH:16][C:15]=2[F:34])=[O:12])[CH:7]=[N:6]1)([CH3:4])([CH3:3])[CH3:2]. The yield is 0.660.